From a dataset of Reaction yield outcomes from USPTO patents with 853,638 reactions. Predict the reaction yield, written as a fraction of the theoretical maximum amount of product (1.0 means a 100% yield; for example, 0.34 means a 34% yield). The reactants are [NH:1]1[CH:5]=[CH:4][N:3]=[C:2]1[CH2:6][N:7]1[CH2:12][CH2:11][O:10][CH2:9][CH2:8]1.[H-].[Na+].[CH3:15][N:16]([CH3:21])[S:17](Cl)(=[O:19])=[O:18].[NH4+].[Cl-]. The catalyst is CN(C=O)C. The product is [CH3:15][N:16]([CH3:21])[S:17]([N:1]1[CH:5]=[CH:4][N:3]=[C:2]1[CH2:6][N:7]1[CH2:12][CH2:11][O:10][CH2:9][CH2:8]1)(=[O:19])=[O:18]. The yield is 0.730.